From a dataset of Reaction yield outcomes from USPTO patents with 853,638 reactions. Predict the reaction yield, written as a fraction of the theoretical maximum amount of product (1.0 means a 100% yield; for example, 0.34 means a 34% yield). (1) The reactants are Br[C:2]1[CH:7]=[CH:6][CH:5]=[CH:4][C:3]=1[C@H:8]([O:10][CH2:11][C@H:12]1[CH2:14][O:13]1)[CH3:9].[C:15]([O:20][CH3:21])(=[O:19])[CH2:16][CH:17]=[CH2:18].CC1C=CC=CC=1P(C1C=CC=CC=1C)C1C=CC=CC=1C.C(N(CC)CC)C. The catalyst is C(#N)C.C([O-])(=O)C.[Pd+2].C([O-])(=O)C. The product is [O:13]1[CH2:14][C@@H:12]1[CH2:11][O:10][C@@H:8]([C:3]1[CH:4]=[CH:5][CH:6]=[CH:7][C:2]=1/[CH:18]=[CH:17]/[CH2:16][C:15]([O:20][CH3:21])=[O:19])[CH3:9]. The yield is 0.230. (2) The reactants are Br[CH2:2][CH2:3][O:4][C:5]1[CH:25]=[CH:24][C:8]([N:9]([C:17]2[CH:22]=[CH:21][C:20]([Cl:23])=[CH:19][CH:18]=2)[C:10]2[CH:15]=[CH:14][C:13]([Cl:16])=[CH:12][CH:11]=2)=[CH:7][CH:6]=1.[Br:26][C:27]1[CH:28]=[C:29]([C:40]2[CH:45]=[CH:44][C:43]([OH:46])=[CH:42][CH:41]=2)[S:30][C:31]=1[C:32]1[CH:37]=[CH:36][C:35]([O:38][CH3:39])=[CH:34][CH:33]=1.C(=O)([O-])[O-].[Cs+].[Cs+].C(Cl)Cl. The catalyst is C(#N)C.CCO.O. The product is [Br:26][C:27]1[CH:28]=[C:29]([C:40]2[CH:45]=[CH:44][C:43]([O:46][CH2:2][CH2:3][O:4][C:5]3[CH:25]=[CH:24][C:8]([N:9]([C:10]4[CH:15]=[CH:14][C:13]([Cl:16])=[CH:12][CH:11]=4)[C:17]4[CH:22]=[CH:21][C:20]([Cl:23])=[CH:19][CH:18]=4)=[CH:7][CH:6]=3)=[CH:42][CH:41]=2)[S:30][C:31]=1[C:32]1[CH:33]=[CH:34][C:35]([O:38][CH3:39])=[CH:36][CH:37]=1. The yield is 0.700. (3) The reactants are O[C@@H:2]1[C@H:6]([CH2:7]/[CH:8]=[CH:9]\[CH2:10][CH2:11][CH2:12][C:13]([OH:15])=[O:14])[C@@H:5](/[CH:16]=[CH:17]/[C@@H:18]([O:31][Si:32]([CH2:37][CH3:38])([CH2:35][CH3:36])[CH2:33][CH3:34])[CH2:19][O:20][C:21]2[CH:26]=[CH:25][CH:24]=[C:23]([C:27]([F:30])([F:29])[F:28])[CH:22]=2)[C@H:4]([O:39][Si:40]([CH2:45][CH3:46])([CH2:43][CH3:44])[CH2:41][CH3:42])[CH2:3]1.C(Cl)(=O)C1C=CC=CC=1. The catalyst is C(Cl)Cl.CN(C)C1C=CN=CC=1. The product is [CH2:45]([Si:40]([CH2:41][CH3:42])([CH2:43][CH3:44])[O:39][C@@H:4]1[CH2:3][C@@H:2]2[O:14][C:13](=[O:15])[CH2:12][CH2:11][CH2:10][CH:9]=[CH:8][CH2:7][C@@H:6]2[C@H:5]1/[CH:16]=[CH:17]/[C@@H:18]([O:31][Si:32]([CH2:37][CH3:38])([CH2:35][CH3:36])[CH2:33][CH3:34])[CH2:19][O:20][C:21]1[CH:26]=[CH:25][CH:24]=[C:23]([C:27]([F:30])([F:29])[F:28])[CH:22]=1)[CH3:46]. The yield is 0.616. (4) The reactants are [CH3:1][C:2]1[C:11]2[C:6](=[CH:7][C:8]([O:12][CH2:13][C:14]([OH:16])=O)=[CH:9][CH:10]=2)[O:5][C:4](=[O:17])[CH:3]=1.Cl.C(N=C=NCCCN(C)C)C.ON1C2C=CC=CC=2N=N1.CCN(C(C)C)C(C)C.[NH2:49][CH2:50][CH2:51][CH2:52][CH2:53][O:54][NH:55][C:56]([O:58][C:59]([CH3:62])([CH3:61])[CH3:60])=[O:57]. The catalyst is CN(C=O)C.CCOC(C)=O. The product is [C:59]([O:58][C:56]([NH:55][O:54][CH2:53][CH2:52][CH2:51][CH2:50][NH:49][C:14](=[O:16])[CH2:13][O:12][C:8]1[CH:7]=[C:6]2[C:11]([C:2]([CH3:1])=[CH:3][C:4](=[O:17])[O:5]2)=[CH:10][CH:9]=1)=[O:57])([CH3:62])([CH3:61])[CH3:60]. The yield is 0.300. (5) The yield is 0.570. The catalyst is CCOCC. The reactants are Cl.[OH:2][C@H:3]1[CH2:7][NH:6][C@H:5]([C:8]([OH:10])=[O:9])[CH2:4]1.O.[OH-].[Na+].[C:14]([O:18][C:19](O[C:19]([O:18][C:14]([CH3:17])([CH3:16])[CH3:15])=[O:20])=[O:20])([CH3:17])([CH3:16])[CH3:15].[CH2:29]1COCC1. The product is [OH:2][C@H:3]1[CH2:7][N:6]([C:19]([O:18][C:14]([CH3:17])([CH3:16])[CH3:15])=[O:20])[C@H:5]([C:8]([O:10][CH3:29])=[O:9])[CH2:4]1.